From a dataset of Forward reaction prediction with 1.9M reactions from USPTO patents (1976-2016). Predict the product of the given reaction. (1) Given the reactants [OH-].[Na+].C[O:4][C:5](=[O:40])[CH2:6][C:7]1[CH:8]=[N:9][CH:10]=[C:11]([C:13]2[CH:18]=[CH:17][C:16]([C:19]([CH2:37][CH3:38])([C:22]3[CH:27]=[CH:26][C:25]([C:28]#[C:29][C:30]4([OH:35])[CH2:34][CH2:33][CH2:32][CH2:31]4)=[C:24]([CH3:36])[CH:23]=3)[CH2:20][CH3:21])=[CH:15][C:14]=2[CH3:39])[CH:12]=1.[Cl-].[NH4+], predict the reaction product. The product is: [CH2:20]([C:19]([C:16]1[CH:17]=[CH:18][C:13]([C:11]2[CH:12]=[C:7]([CH2:6][C:5]([OH:40])=[O:4])[CH:8]=[N:9][CH:10]=2)=[C:14]([CH3:39])[CH:15]=1)([C:22]1[CH:27]=[CH:26][C:25]([C:28]#[C:29][C:30]2([OH:35])[CH2:31][CH2:32][CH2:33][CH2:34]2)=[C:24]([CH3:36])[CH:23]=1)[CH2:37][CH3:38])[CH3:21]. (2) Given the reactants [H-].[Na+].[CH3:3][O:4][C:5]1[CH:19]=[CH:18][C:8]([CH2:9][NH:10][C:11](=[O:17])[O:12][C:13]([CH3:16])([CH3:15])[CH3:14])=[CH:7][CH:6]=1.[CH:20]([P:23](=[O:29])([CH:26]([CH3:28])[CH3:27])[CH:24]=[CH2:25])([CH3:22])[CH3:21], predict the reaction product. The product is: [CH:20]([P:23]([CH2:24][CH2:25][N:10]([CH2:9][C:8]1[CH:18]=[CH:19][C:5]([O:4][CH3:3])=[CH:6][CH:7]=1)[C:11](=[O:17])[O:12][C:13]([CH3:16])([CH3:14])[CH3:15])([CH:26]([CH3:28])[CH3:27])=[O:29])([CH3:22])[CH3:21]. (3) The product is: [C:35]([CH:32]1[CH2:31][CH2:30][CH:29]([NH:28][CH2:27][C:24]2[CH:25]=[CH:26][C:21]([C:20](=[O:39])[CH2:11][C:8]3[N:9]=[N:10][N:6]([C:3]([O:2][CH3:1])([CH3:5])[CH3:4])[N:7]=3)=[CH:22][CH:23]=2)[CH2:34][CH2:33]1)([CH3:38])([CH3:36])[CH3:37]. Given the reactants [CH3:1][O:2][C:3]([N:6]1[N:10]=[N:9][C:8]([CH3:11])=[N:7]1)([CH3:5])[CH3:4].C([Li])CCC.CON(C)[C:20](=[O:39])[C:21]1[CH:26]=[CH:25][C:24]([CH2:27][NH:28][C@H:29]2[CH2:34][CH2:33][C@H:32]([C:35]([CH3:38])([CH3:37])[CH3:36])[CH2:31][CH2:30]2)=[CH:23][CH:22]=1, predict the reaction product. (4) Given the reactants [CH3:1][O:2][C:3]1[CH:4]=[CH:5][C:6]2[C:12](=[O:13])[CH:11]([C:14]3[CH:19]=[CH:18][C:17]([O:20][CH3:21])=[CH:16][CH:15]=3)[CH2:10][CH2:9][CH2:8][C:7]=2[CH:22]=1.[CH3:23]C(C)([O-])C.[K+].C(O)(C)(C)C, predict the reaction product. The product is: [CH3:1][O:2][C:3]1[CH:4]=[CH:5][C:6]2[C:12](=[O:13])[C:11]([C:14]3[CH:15]=[CH:16][C:17]([O:20][CH3:21])=[CH:18][CH:19]=3)([CH3:23])[CH2:10][CH2:9][CH2:8][C:7]=2[CH:22]=1. (5) Given the reactants [BrH:1].[CH2:2]([O:4][C:5]([C:7]1[S:8][C:9](N)=[N:10][N:11]=1)=[O:6])[CH3:3].N([O-])=O.[Na+], predict the reaction product. The product is: [CH2:2]([O:4][C:5]([C:7]1[S:8][C:9]([Br:1])=[N:10][N:11]=1)=[O:6])[CH3:3]. (6) Given the reactants Cl.[CH2:2]1[NH:7][CH2:6][CH2:5][N:4]2[C:8](=[O:11])[CH2:9][CH2:10][CH:3]12.[C:12]([O:16][C:17](O[C:17]([O:16][C:12]([CH3:15])([CH3:14])[CH3:13])=[O:18])=[O:18])([CH3:15])([CH3:14])[CH3:13].C(N(CC)CC)C, predict the reaction product. The product is: [O:11]=[C:8]1[N:4]2[CH2:5][CH2:6][N:7]([C:17]([O:16][C:12]([CH3:15])([CH3:14])[CH3:13])=[O:18])[CH2:2][CH:3]2[CH2:10][CH2:9]1.